Task: Predict the reaction yield, written as a fraction of the theoretical maximum amount of product (1.0 means a 100% yield; for example, 0.34 means a 34% yield).. Dataset: Reaction yield outcomes from USPTO patents with 853,638 reactions (1) The catalyst is CN(C=O)C.[Cu]I.C1C=CC([P]([Pd]([P](C2C=CC=CC=2)(C2C=CC=CC=2)C2C=CC=CC=2)([P](C2C=CC=CC=2)(C2C=CC=CC=2)C2C=CC=CC=2)[P](C2C=CC=CC=2)(C2C=CC=CC=2)C2C=CC=CC=2)(C2C=CC=CC=2)C2C=CC=CC=2)=CC=1. The reactants are I[C:2]1[CH:14]=[CH:13][C:5]2[C:6](=[O:12])[CH2:7][CH2:8][C:9](=[O:11])[NH:10][C:4]=2[CH:3]=1.[F-].[K+].[CH2:17]([Sn](CCCC)(CCCC)C=C)[CH2:18]CC.CCOC(C)=O. The product is [CH:17]([C:2]1[CH:14]=[CH:13][C:5]2[C:6](=[O:12])[CH2:7][CH2:8][C:9](=[O:11])[NH:10][C:4]=2[CH:3]=1)=[CH2:18]. The yield is 0.400. (2) The reactants are [NH2:1][C:2]1[N:7]=[CH:6][C:5]([CH:8]2[CH2:13][CH2:12][N:11]([C:14]([O:16][C:17]([CH3:20])([CH3:19])[CH3:18])=[O:15])[CH2:10][CH2:9]2)=[CH:4][CH:3]=1.Br[C:22]1[C:23](=[O:30])[N:24]([CH3:29])[CH:25]=[C:26]([Br:28])[CH:27]=1.C(=O)([O-])[O-].[Cs+].[Cs+].CC1(C)C2C(=C(P(C3C=CC=CC=3)C3C=CC=CC=3)C=CC=2)OC2C(P(C3C=CC=CC=3)C3C=CC=CC=3)=CC=CC1=2. The catalyst is C1C=CC(/C=C/C(/C=C/C2C=CC=CC=2)=O)=CC=1.C1C=CC(/C=C/C(/C=C/C2C=CC=CC=2)=O)=CC=1.C1C=CC(/C=C/C(/C=C/C2C=CC=CC=2)=O)=CC=1.[Pd].[Pd].O1CCOCC1. The product is [Br:28][C:26]1[CH:27]=[C:22]([NH:1][C:2]2[N:7]=[CH:6][C:5]([C:8]3[CH2:13][CH2:12][N:11]([C:14]([O:16][C:17]([CH3:20])([CH3:19])[CH3:18])=[O:15])[CH2:10][CH:9]=3)=[CH:4][CH:3]=2)[C:23](=[O:30])[N:24]([CH3:29])[CH:25]=1. The yield is 0.610. (3) The reactants are C(OC([N:8]1[CH2:15][C@@H:14]([OH:16])[CH2:13][C@H:9]1[C:10]([NH2:12])=[O:11])=O)(C)(C)C. The catalyst is Cl.O1CCOCC1. The product is [OH:16][C@@H:14]1[CH2:15][NH:8][C@H:9]([C:10]([NH2:12])=[O:11])[CH2:13]1. The yield is 0.980. (4) The yield is 0.970. The catalyst is ClCCCl.[OH-].[Na+]. The reactants are [N+:1]([C:4]1[CH:5]=[C:6]2[C:10](=[CH:11][CH:12]=1)[NH:9][CH:8]=[C:7]2[C:13]1[CH2:18][CH2:17][C:16](=O)[CH2:15][CH:14]=1)([O-:3])=[O:2].Cl.[CH2:21]([NH2:23])[CH3:22].C(O)(=O)C.[BH-](OC(C)=O)(OC(C)=O)OC(C)=O.[Na+]. The product is [CH2:21]([NH:23][CH:16]1[CH2:17][CH2:18][C:13]([C:7]2[C:6]3[C:10](=[CH:11][CH:12]=[C:4]([N+:1]([O-:3])=[O:2])[CH:5]=3)[NH:9][CH:8]=2)=[CH:14][CH2:15]1)[CH3:22]. (5) The reactants are [CH:1]([C:4]1[CH:9]=[CH:8][C:7]([CH:10]=[C:11]([CH3:14])[CH2:12]O)=[CH:6][CH:5]=1)([CH3:3])[CH3:2].P(Br)(Br)[Br:16].O. The catalyst is C(OC(C)C)(C)C. The product is [Br:16][CH2:12][C:11]([CH3:14])=[CH:10][C:7]1[CH:8]=[CH:9][C:4]([CH:1]([CH3:3])[CH3:2])=[CH:5][CH:6]=1. The yield is 0.910.